Dataset: Forward reaction prediction with 1.9M reactions from USPTO patents (1976-2016). Task: Predict the product of the given reaction. (1) Given the reactants [F:1][C:2]1[CH:3]=[C:4]2[CH:10]=[C:9]([C:11]([C:16]3[CH:21]=[CH:20][C:19]([S:22]([CH3:25])(=[O:24])=[O:23])=[CH:18][CH:17]=3)=[CH:12][CH:13]([CH3:15])[CH3:14])[NH:8][C:5]2=[N:6][CH:7]=1, predict the reaction product. The product is: [F:1][C:2]1[CH:3]=[C:4]2[CH:10]=[C:9]([CH:11]([C:16]3[CH:17]=[CH:18][C:19]([S:22]([CH3:25])(=[O:23])=[O:24])=[CH:20][CH:21]=3)[CH2:12][CH:13]([CH3:15])[CH3:14])[NH:8][C:5]2=[N:6][CH:7]=1. (2) Given the reactants [OH:1][CH:2]1[CH2:7][CH2:6][N:5]([CH:8]2[CH2:13][CH2:12][N:11]([C:14]([NH:16][C:17]3[CH:22]=[C:21]([O:23][C:24]4[CH:29]=[CH:28][C:27]([N+:30]([O-])=O)=[CH:26][CH:25]=4)[CH:20]=[CH:19][N:18]=3)=[O:15])[CH2:10][CH2:9]2)[CH2:4][CH2:3]1, predict the reaction product. The product is: [NH2:30][C:27]1[CH:26]=[CH:25][C:24]([O:23][C:21]2[CH:20]=[CH:19][N:18]=[C:17]([NH:16][C:14]([N:11]3[CH2:12][CH2:13][CH:8]([N:5]4[CH2:4][CH2:3][CH:2]([OH:1])[CH2:7][CH2:6]4)[CH2:9][CH2:10]3)=[O:15])[CH:22]=2)=[CH:29][CH:28]=1. (3) Given the reactants [C:1]1([CH3:17])[CH:6]=[CH:5][CH:4]=[CH:3][C:2]=1[O:7][C:8]1[CH:16]=[CH:15][CH:14]=[CH:13][C:9]=1[C:10]([OH:12])=O.[NH2:18][C@@H:19]1[C@H:23]2[O:24][CH2:25][C@H:26]([NH:27][C:28]([CH:30]3[CH2:32][CH2:31]3)=[O:29])[C@H:22]2[O:21][CH2:20]1, predict the reaction product. The product is: [CH:30]1([C:28]([NH:27][C@@H:26]2[C@H:22]3[O:21][CH2:20][C@H:19]([NH:18][C:10](=[O:12])[C:9]4[CH:13]=[CH:14][CH:15]=[CH:16][C:8]=4[O:7][C:2]4[CH:3]=[CH:4][CH:5]=[CH:6][C:1]=4[CH3:17])[C@H:23]3[O:24][CH2:25]2)=[O:29])[CH2:31][CH2:32]1. (4) Given the reactants C([O:5][C:6]([C:8]1[C:13]([NH2:14])=[CH:12][C:11]([C:15]#[N:16])=[CH:10][N:9]=1)=[O:7])(C)(C)C.COC1C=CC=C(OC)C=1.C(O)(C(F)(F)F)=O, predict the reaction product. The product is: [NH2:14][C:13]1[C:8]([C:6]([OH:7])=[O:5])=[N:9][CH:10]=[C:11]([C:15]#[N:16])[CH:12]=1. (5) Given the reactants [F:1][C:2]1[C:3]([CH2:28][N:29](C)[C:30](=O)OC(C)(C)C)=[CH:4][N:5]([S:14]([C:17]2[CH:22]=[CH:21][CH:20]=[C:19]([CH2:23][S:24]([CH3:27])(=[O:26])=[O:25])[CH:18]=2)(=[O:16])=[O:15])[C:6]=1[C:7]1[C:8]([F:13])=[N:9][CH:10]=[CH:11][CH:12]=1.C(OCC)(=O)C.[ClH:44], predict the reaction product. The product is: [ClH:44].[F:1][C:2]1[C:3]([CH2:28][NH:29][CH3:30])=[CH:4][N:5]([S:14]([C:17]2[CH:22]=[CH:21][CH:20]=[C:19]([CH2:23][S:24]([CH3:27])(=[O:25])=[O:26])[CH:18]=2)(=[O:15])=[O:16])[C:6]=1[C:7]1[C:8]([F:13])=[N:9][CH:10]=[CH:11][CH:12]=1. (6) Given the reactants [Cl:1][C:2]1[C:7]([C:8]([F:11])([F:10])[F:9])=[CH:6][CH:5]=[CH:4][C:3]=1[C:12]([N:14]1[CH2:19][CH2:18][C:17]2[C:20](I)=[N:21][N:22](C3CCCCO3)[C:16]=2[CH2:15]1)=[O:13].[F:30][C:31]1[CH:32]=[C:33](B(O)O)[CH:34]=[N:35][CH:36]=1.P([O-])([O-])([O-])=O.[K+].[K+].[K+], predict the reaction product. The product is: [Cl:1][C:2]1[C:7]([C:8]([F:11])([F:10])[F:9])=[CH:6][CH:5]=[CH:4][C:3]=1[C:12]([N:14]1[CH2:19][CH2:18][C:17]2=[C:20]([C:33]3[CH:34]=[N:35][CH:36]=[C:31]([F:30])[CH:32]=3)[NH:21][N:22]=[C:16]2[CH2:15]1)=[O:13]. (7) The product is: [Si:1]([N:8]1[C:16]2[C:11](=[C:12]([C:17]3[N:26]=[CH:25][C:24]4[N:23]([C:40](=[O:41])[CH2:39][C:36]5[CH:37]=[CH:38][C:33]([O:32][CH3:31])=[CH:34][CH:35]=5)[CH2:22][CH:21]5[CH2:27][O:28][CH2:29][CH2:30][N:20]5[C:19]=4[N:18]=3)[CH:13]=[CH:14][CH:15]=2)[CH:10]=[CH:9]1)([C:4]([CH3:7])([CH3:6])[CH3:5])([CH3:3])[CH3:2]. Given the reactants [Si:1]([N:8]1[C:16]2[C:11](=[C:12]([C:17]3[N:26]=[CH:25][C:24]4[NH:23][CH2:22][CH:21]5[CH2:27][O:28][CH2:29][CH2:30][N:20]5[C:19]=4[N:18]=3)[CH:13]=[CH:14][CH:15]=2)[CH:10]=[CH:9]1)([C:4]([CH3:7])([CH3:6])[CH3:5])([CH3:3])[CH3:2].[CH3:31][O:32][C:33]1[CH:38]=[CH:37][C:36]([CH2:39][C:40](Cl)=[O:41])=[CH:35][CH:34]=1.C(N(CC)CC)C, predict the reaction product.